This data is from Full USPTO retrosynthesis dataset with 1.9M reactions from patents (1976-2016). The task is: Predict the reactants needed to synthesize the given product. (1) Given the product [Cl:12][C:13]1[C:18]([Cl:19])=[CH:17][CH:16]=[CH:15][C:14]=1[S:20]([NH:23][C:24]1[C:29]([O:11][CH2:10][C:8]2[O:9][C:5]([CH2:4][N:2]([CH3:1])[CH3:3])=[CH:6][CH:7]=2)=[N:28][CH:27]=[CH:26][N:25]=1)(=[O:21])=[O:22], predict the reactants needed to synthesize it. The reactants are: [CH3:1][N:2]([CH2:4][C:5]1[O:9][C:8]([CH2:10][OH:11])=[CH:7][CH:6]=1)[CH3:3].[Cl:12][C:13]1[C:18]([Cl:19])=[CH:17][CH:16]=[CH:15][C:14]=1[S:20]([NH:23][C:24]1[C:29](Cl)=[N:28][CH:27]=[CH:26][N:25]=1)(=[O:22])=[O:21]. (2) Given the product [Cl:18][C:16]1[C:15]2[CH2:14][CH2:13][CH:12]([C:22]3[CH:27]=[CH:26][CH:25]=[CH:24][CH:23]=3)[C:11]=2[C:10]2[CH2:20][CH2:21][NH:6][CH2:7][CH2:8][C:9]=2[CH:17]=1, predict the reactants needed to synthesize it. The reactants are: C(OC([N:6]1[CH2:21][CH2:20][C:10]2[C:11]3[C:12](=O)[CH2:13][CH2:14][C:15]=3[C:16]([Cl:18])=[CH:17][C:9]=2[CH2:8][CH2:7]1)=O)C.[C:22]1([Mg]Br)[CH:27]=[CH:26][CH:25]=[CH:24][CH:23]=1. (3) Given the product [Cl:17][C:14]1[CH:15]=[C:16]2[C:11]([C:10]([CH2:18][OH:19])([CH2:20][OH:21])[C:9](=[O:22])[NH:8]2)=[CH:12][CH:13]=1, predict the reactants needed to synthesize it. The reactants are: C(OC([N:8]1[C:16]2[C:11](=[CH:12][CH:13]=[C:14]([Cl:17])[CH:15]=2)[C:10]([CH2:20][OH:21])([CH2:18][OH:19])[C:9]1=[O:22])=O)(C)(C)C.C(Cl)Cl.C(O)(C(F)(F)F)=O. (4) Given the product [O:25]=[C:19]1[CH:18]([N:12]2[CH2:11][C:10]3[C:14](=[CH:15][CH:16]=[C:8]([CH2:7][NH:6][C:30]([NH:29][CH2:26][CH2:27][CH3:28])=[O:31])[CH:9]=3)[C:13]2=[O:17])[CH2:23][CH2:22][C:21](=[O:24])[NH:20]1, predict the reactants needed to synthesize it. The reactants are: CS(O)(=O)=O.[NH2:6][CH2:7][C:8]1[CH:9]=[C:10]2[C:14](=[CH:15][CH:16]=1)[C:13](=[O:17])[N:12]([CH:18]1[CH2:23][CH2:22][C:21](=[O:24])[NH:20][C:19]1=[O:25])[CH2:11]2.[CH2:26]([N:29]=[C:30]=[O:31])[CH2:27][CH3:28].C(N(CC)CC)C.Cl. (5) Given the product [Cl:26][C:27]1[N:32]=[CH:31][N:30]=[C:29]([C:33]([NH:12][C:11]2[CH:13]=[CH:14][CH:15]=[CH:16][C:10]=2[C:2]2[S:3][C:4]3[C:9]([N:1]=2)=[CH:8][CH:7]=[CH:6][N:5]=3)=[O:34])[CH:28]=1, predict the reactants needed to synthesize it. The reactants are: [N:1]1[C:9]2[C:4](=[N:5][CH:6]=[CH:7][CH:8]=2)[S:3][C:2]=1[C:10]1[CH:16]=[CH:15][CH:14]=[CH:13][C:11]=1[NH2:12].CCN(C(C)C)C(C)C.[Cl:26][C:27]1[N:32]=[CH:31][N:30]=[C:29]([C:33](Cl)=[O:34])[CH:28]=1.CO.